This data is from NCI-60 drug combinations with 297,098 pairs across 59 cell lines. The task is: Regression. Given two drug SMILES strings and cell line genomic features, predict the synergy score measuring deviation from expected non-interaction effect. Drug 1: CC1=C(C=C(C=C1)NC2=NC=CC(=N2)N(C)C3=CC4=NN(C(=C4C=C3)C)C)S(=O)(=O)N.Cl. Drug 2: C1CCN(CC1)CCOC2=CC=C(C=C2)C(=O)C3=C(SC4=C3C=CC(=C4)O)C5=CC=C(C=C5)O. Cell line: SK-MEL-5. Synergy scores: CSS=-1.51, Synergy_ZIP=3.90, Synergy_Bliss=4.65, Synergy_Loewe=-2.21, Synergy_HSA=-1.47.